Task: Predict which catalyst facilitates the given reaction.. Dataset: Catalyst prediction with 721,799 reactions and 888 catalyst types from USPTO Reactant: [F:1][C:2]([F:36])([F:35])[C:3]1[CH:8]=[C:7]([C:9]2[CH:10]=[N:11][C:12]([C:15]([F:18])([F:17])[F:16])=[CH:13][CH:14]=2)[N:6]=[C:5]([C:19]2[CH:24]=[CH:23][N:22]=[C:21]([C:25]3[CH:26]=[C:27]([S:31]([NH2:34])(=[O:33])=[O:32])[CH:28]=[CH:29][CH:30]=3)[CH:20]=2)[N:4]=1.[C:37](O[C:37](=[O:40])[CH2:38][CH3:39])(=[O:40])[CH2:38][CH3:39]. Product: [C:37]([NH:34][S:31]([C:27]1[CH:28]=[CH:29][CH:30]=[C:25]([C:21]2[CH:20]=[C:19]([C:5]3[N:4]=[C:3]([C:2]([F:1])([F:35])[F:36])[CH:8]=[C:7]([C:9]4[CH:10]=[N:11][C:12]([C:15]([F:18])([F:17])[F:16])=[CH:13][CH:14]=4)[N:6]=3)[CH:24]=[CH:23][N:22]=2)[CH:26]=1)(=[O:33])=[O:32])(=[O:40])[CH2:38][CH3:39]. The catalyst class is: 81.